Dataset: Acute oral toxicity (LD50) regression data from Zhu et al.. Task: Regression/Classification. Given a drug SMILES string, predict its toxicity properties. Task type varies by dataset: regression for continuous values (e.g., LD50, hERG inhibition percentage) or binary classification for toxic/non-toxic outcomes (e.g., AMES mutagenicity, cardiotoxicity, hepatotoxicity). Dataset: ld50_zhu. (1) The compound is Oc1cc(Cl)c(Cl)c(Cl)c1Cl. The rat oral LD50 is 3.22, given as -log10 of the dose in mol/kg body weight (higher means more acutely toxic). (2) The compound is CC(C)C12CCC(C)(CC1)O2. The rat oral LD50 is 1.70, given as -log10 of the dose in mol/kg body weight (higher means more acutely toxic). (3) The compound is O=C(OCc1ccccc1)c1sc(Cl)nc1C(F)(F)F. The rat oral LD50 is 1.81, given as -log10 of the dose in mol/kg body weight (higher means more acutely toxic). (4) The compound is O=S(=O)(F)C1CCC(S(=O)(=O)F)C1. The rat oral LD50 is 4.47, given as -log10 of the dose in mol/kg body weight (higher means more acutely toxic). (5) The compound is COc1ccc(C(N)=O)cc1C(=O)NCc1cccnc1. The rat oral LD50 is 2.22, given as -log10 of the dose in mol/kg body weight (higher means more acutely toxic). (6) The molecule is c1ccc2scnc2c1. The rat oral LD50 is 2.46, given as -log10 of the dose in mol/kg body weight (higher means more acutely toxic). (7) The compound is Cc1ccc(N=NN(C)C)cc1. The rat oral LD50 is 2.62, given as -log10 of the dose in mol/kg body weight (higher means more acutely toxic). (8) The compound is CNCCC#N. The rat oral LD50 is 1.57, given as -log10 of the dose in mol/kg body weight (higher means more acutely toxic). (9) The molecule is CCOC(C1=NCCCN1)c1cccc2ccccc12. The rat oral LD50 is 2.85, given as -log10 of the dose in mol/kg body weight (higher means more acutely toxic). (10) The drug is NCC(O)CO. The rat oral LD50 is 1.08, given as -log10 of the dose in mol/kg body weight (higher means more acutely toxic).